This data is from Catalyst prediction with 721,799 reactions and 888 catalyst types from USPTO. The task is: Predict which catalyst facilitates the given reaction. (1) The catalyst class is: 7. Product: [CH2:15]([O:14][C:12]([C:11]1[N:1]=[C:2]2[CH:7]=[CH:6][CH:5]=[C:4]([CH3:8])[N:3]2[CH:10]=1)=[O:13])[CH3:16]. Reactant: [NH2:1][C:2]1[CH:7]=[CH:6][CH:5]=[C:4]([CH3:8])[N:3]=1.Br[CH2:10][C:11](=O)[C:12]([O:14][CH2:15][CH3:16])=[O:13]. (2) Reactant: O1[C:5]2[CH:6]=[C:7]([NH:10][C:11]3[C:12]4[N:13]([CH:18]=[CH:19][N:20]=4)[CH:14]=[C:15](Br)[N:16]=3)[CH:8]=[CH:9][C:4]=2N=C1.S(O)(O)(=O)=O.[NH2:26][C:27]1[CH:28]=[C:29](B(O)O)[CH:30]=[CH:31][CH:32]=1.[NH2:36][C:37]1C=C(B(O)O)C=CC=1.C([O-])([O-])=[O:47].[Na+].[Na+]. Product: [NH2:26][C:27]1[CH:28]=[C:29]([C:15]2[N:16]=[C:11]([NH:10][C:7]3[CH:8]=[CH:9][C:4]4[O:47][CH:37]=[N:36][C:5]=4[CH:6]=3)[C:12]3[N:13]([CH:18]=[CH:19][N:20]=3)[CH:14]=2)[CH:30]=[CH:31][CH:32]=1. The catalyst class is: 57. (3) Reactant: Cl[C:2]1[C:7]([C:8]([F:11])([F:10])[F:9])=[CH:6][N:5]=[C:4]([NH:12][C:13]2[CH:14]=[C:15]3[C:20](=[CH:21][CH:22]=2)[NH:19][C:18](=[O:23])[CH2:17][CH2:16]3)[N:3]=1.Cl.[CH3:25][S:26]([C:29]1[CH:30]=[C:31]([CH:34]=[CH:35][CH:36]=1)[CH2:32][NH2:33])(=[O:28])=[O:27].C(N(CC)CC)C. Product: [CH3:25][S:26]([C:29]1[CH:30]=[C:31]([CH:34]=[CH:35][CH:36]=1)[CH2:32][NH:33][C:2]1[C:7]([C:8]([F:11])([F:10])[F:9])=[CH:6][N:5]=[C:4]([NH:12][C:13]2[CH:14]=[C:15]3[C:20](=[CH:21][CH:22]=2)[NH:19][C:18](=[O:23])[CH2:17][CH2:16]3)[N:3]=1)(=[O:27])=[O:28]. The catalyst class is: 37. (4) Reactant: [C:1]([O:5][C:6](=[O:29])[NH:7][C:8]1([C:19]2[CH:24]=[CH:23][CH:22]=[C:21]([C:25]([CH3:28])([CH3:27])[CH3:26])[CH:20]=2)[CH2:13][CH2:12][C:11](=O)[C:10](=[CH:15][N:16](C)C)[CH2:9]1)([CH3:4])([CH3:3])[CH3:2].O.[NH2:31]N. Product: [C:1]([O:5][C:6](=[O:29])[NH:7][C:8]1([C:19]2[CH:24]=[CH:23][CH:22]=[C:21]([C:25]([CH3:28])([CH3:27])[CH3:26])[CH:20]=2)[CH2:13][CH2:12][C:11]2[C:10](=[CH:15][NH:16][N:31]=2)[CH2:9]1)([CH3:3])([CH3:2])[CH3:4]. The catalyst class is: 8. (5) Reactant: C(O[BH-](OC(=O)C)OC(=O)C)(=O)C.[Na+].[NH:15]1[C:23]2[C:18](=[CH:19][C:20]([C:24]3[CH:25]=[C:26]([CH:29]=[CH:30][CH:31]=3)[CH:27]=O)=[CH:21][CH:22]=2)[CH:17]=[CH:16]1.[CH2:32]([NH:39][CH2:40][CH2:41][N:42]([CH3:44])[CH3:43])[C:33]1[CH:38]=[CH:37][CH:36]=[CH:35][CH:34]=1.C(O)(=O)C.C(=O)(O)[O-].[Na+]. Product: [CH2:32]([N:39]([CH2:27][C:26]1[CH:29]=[CH:30][CH:31]=[C:24]([C:20]2[CH:19]=[C:18]3[C:23](=[CH:22][CH:21]=2)[NH:15][CH:16]=[CH:17]3)[CH:25]=1)[CH2:40][CH2:41][N:42]([CH3:44])[CH3:43])[C:33]1[CH:38]=[CH:37][CH:36]=[CH:35][CH:34]=1. The catalyst class is: 54. (6) Reactant: [CH3:1][O:2][C:3](=[O:21])[C:4]1[CH:9]=[CH:8][C:7]([C:10](=[O:20])[CH2:11][NH:12][C:13]([O:15][C:16]([CH3:19])([CH3:18])[CH3:17])=[O:14])=[N:6][CH:5]=1.[BH4-].[Na+]. The catalyst class is: 5. Product: [CH3:1][O:2][C:3](=[O:21])[C:4]1[CH:9]=[CH:8][C:7]([CH:10]([OH:20])[CH2:11][NH:12][C:13]([O:15][C:16]([CH3:17])([CH3:19])[CH3:18])=[O:14])=[N:6][CH:5]=1. (7) Reactant: C(N(CC)C(C)C)(C)C.Br[C:11]1[N:19]2[C:14]([C:15]([NH:20][C@@H:21]3[C:29]4[C:24](=[CH:25][CH:26]=[CH:27][CH:28]=4)[CH2:23][CH2:22]3)=[N:16][CH:17]=[N:18]2)=[CH:13][CH:12]=1.[Si:30]([O:47][C@H:48]1[CH:52]=[CH:51][O:50][C@@H:49]1[CH2:53][OH:54])([C:43]([CH3:46])([CH3:45])[CH3:44])([C:37]1[CH:42]=[CH:41][CH:40]=[CH:39][CH:38]=1)[C:31]1[CH:36]=[CH:35][CH:34]=[CH:33][CH:32]=1. Product: [Si:30]([O:47][C:48]1[C@@H:49]([CH2:53][OH:54])[O:50][C@@H:51]([C:11]2[N:19]3[C:14]([C:15]([NH:20][C@@H:21]4[C:29]5[C:24](=[CH:25][CH:26]=[CH:27][CH:28]=5)[CH2:23][CH2:22]4)=[N:16][CH:17]=[N:18]3)=[CH:13][CH:12]=2)[CH:52]=1)([C:43]([CH3:46])([CH3:45])[CH3:44])([C:37]1[CH:42]=[CH:41][CH:40]=[CH:39][CH:38]=1)[C:31]1[CH:36]=[CH:35][CH:34]=[CH:33][CH:32]=1. The catalyst class is: 12. (8) Reactant: [Br:1][C:2]1[CH:7]=[CH:6][N:5]=[C:4]2[NH:8][CH:9]=[CH:10][C:3]=12.[H-].[Na+].Cl[Si:14]([CH:21]([CH3:23])[CH3:22])([CH:18]([CH3:20])[CH3:19])[CH:15]([CH3:17])[CH3:16].[NH4+].[Cl-]. Product: [Br:1][C:2]1[CH:7]=[CH:6][N:5]=[C:4]2[N:8]([Si:14]([CH:21]([CH3:23])[CH3:22])([CH:18]([CH3:20])[CH3:19])[CH:15]([CH3:17])[CH3:16])[CH:9]=[CH:10][C:3]=12. The catalyst class is: 1. (9) Reactant: [CH3:1][C:2]1([O:5][CH2:4]1)[CH3:3].C(N(CC)C(C)C)(C)C.Cl.[CH3:16][N:17]1[C:21]2[N:22]=[C:23]([C:52]#[N:53])[N:24]=[C:25]([C:26]3[CH:27]=[N:28][C:29]([O:36][CH2:37][CH:38]4[CH2:43][CH2:42][N:41]([C:44]([CH:46]5[CH2:51][CH2:50][NH:49][CH2:48][CH2:47]5)=[O:45])[CH2:40][CH2:39]4)=[C:30]([C:32]([F:35])([F:34])[F:33])[CH:31]=3)[C:20]=2[CH:19]=[CH:18]1.CN(C=O)C. Product: [OH:5][C:2]([CH3:4])([CH3:3])[CH2:1][N:49]1[CH2:48][CH2:47][CH:46]([C:44]([N:41]2[CH2:42][CH2:43][CH:38]([CH2:37][O:36][C:29]3[N:28]=[CH:27][C:26]([C:25]4[C:20]5[CH:19]=[CH:18][N:17]([CH3:16])[C:21]=5[N:22]=[C:23]([C:52]#[N:53])[N:24]=4)=[CH:31][C:30]=3[C:32]([F:34])([F:33])[F:35])[CH2:39][CH2:40]2)=[O:45])[CH2:51][CH2:50]1. The catalyst class is: 88. (10) Reactant: Br[C:2]1[CH:7]=[CH:6][N:5]=[C:4]([NH:8][C:9]([CH:11]2[CH2:13][CH2:12]2)=[O:10])[CH:3]=1.[B:14]1([B:14]2[O:18][C:17]([CH3:20])([CH3:19])[C:16]([CH3:22])([CH3:21])[O:15]2)[O:18][C:17]([CH3:20])([CH3:19])[C:16]([CH3:22])([CH3:21])[O:15]1.C([O-])(=O)C.[K+]. Product: [CH3:21][C:16]1([CH3:22])[C:17]([CH3:20])([CH3:19])[O:18][B:14]([C:2]2[CH:7]=[CH:6][N:5]=[C:4]([NH:8][C:9]([CH:11]3[CH2:13][CH2:12]3)=[O:10])[CH:3]=2)[O:15]1. The catalyst class is: 439.